The task is: Predict the product of the given reaction.. This data is from Forward reaction prediction with 1.9M reactions from USPTO patents (1976-2016). Given the reactants [F-].C([N+](CCCC)(CCCC)CCCC)CCC.[F:19][C:20]1[CH:21]=[CH:22][C:23]2[N:24]([C:26]([C:29]3[N:37]=[C:36]4[C:32]([N:33](COCC[Si](C)(C)C)[C:34](=[O:44])[N:35]4[CH:38]4[CH2:43][CH2:42][O:41][CH2:40][CH2:39]4)=[C:31]([N:53]4[CH2:58][CH2:57][N:56](C(OC(C)(C)C)=O)[CH2:55][CH2:54]4)[N:30]=3)=[CH:27][N:28]=2)[CH:25]=1.FC(F)(F)C(O)=O.C(=O)([O-])O.[Na+], predict the reaction product. The product is: [F:19][C:20]1[CH:21]=[CH:22][C:23]2[N:24]([C:26]([C:29]3[N:37]=[C:36]4[C:32]([NH:33][C:34](=[O:44])[N:35]4[CH:38]4[CH2:39][CH2:40][O:41][CH2:42][CH2:43]4)=[C:31]([N:53]4[CH2:54][CH2:55][NH:56][CH2:57][CH2:58]4)[N:30]=3)=[CH:27][N:28]=2)[CH:25]=1.